Dataset: Forward reaction prediction with 1.9M reactions from USPTO patents (1976-2016). Task: Predict the product of the given reaction. (1) Given the reactants [Si]([O:8][CH2:9][C@@H:10]1[C@@H:14]([O:15][Si:16]([CH:23]([CH3:25])[CH3:24])([CH:20]([CH3:22])[CH3:21])[CH:17]([CH3:19])[CH3:18])[CH2:13][C@H:12]([NH:26][C:27]2[C:32]([C:33]([C:35]3[S:36][CH:37]=[C:38]([CH2:40][N:41]4[CH2:45][CH2:44][C:43]([F:47])([F:46])[CH2:42]4)[CH:39]=3)=[O:34])=[CH:31][N:30]=[CH:29][N:28]=2)[CH2:11]1)(C(C)(C)C)(C)C.Cl, predict the reaction product. The product is: [F:47][C:43]1([F:46])[CH2:44][CH2:45][N:41]([CH2:40][C:38]2[CH:39]=[C:35]([C:33]([C:32]3[C:27]([NH:26][C@H:12]4[CH2:13][C@H:14]([O:15][Si:16]([CH:23]([CH3:25])[CH3:24])([CH:20]([CH3:21])[CH3:22])[CH:17]([CH3:19])[CH3:18])[C@@H:10]([CH2:9][OH:8])[CH2:11]4)=[N:28][CH:29]=[N:30][CH:31]=3)=[O:34])[S:36][CH:37]=2)[CH2:42]1. (2) The product is: [Si:33]([O:20][CH2:19][CH2:18][C:14]1[C:13](=[O:21])[N:12]([C:3]2[C:2]([CH3:1])=[CH:7][C:6]([N+:8]([O-:10])=[O:9])=[CH:5][C:4]=2[CH3:11])[CH:17]=[CH:16][CH:15]=1)([C:29]([CH3:32])([CH3:31])[CH3:30])([C:40]1[CH:41]=[CH:42][CH:43]=[CH:44][CH:45]=1)[C:34]1[CH:39]=[CH:38][CH:37]=[CH:36][CH:35]=1. Given the reactants [CH3:1][C:2]1[CH:7]=[C:6]([N+:8]([O-:10])=[O:9])[CH:5]=[C:4]([CH3:11])[C:3]=1[N:12]1[CH:17]=[CH:16][CH:15]=[C:14]([CH2:18][CH2:19][OH:20])[C:13]1=[O:21].C(N(CC)CC)C.[C:29]([Si:33](Cl)([C:40]1[CH:45]=[CH:44][CH:43]=[CH:42][CH:41]=1)[C:34]1[CH:39]=[CH:38][CH:37]=[CH:36][CH:35]=1)([CH3:32])([CH3:31])[CH3:30].O, predict the reaction product. (3) Given the reactants [C:1]([C:5]1[N:6]=[C:7](Cl)[C:8]2[N:9]([C:11](=[O:14])[NH:12][N:13]=2)[CH:10]=1)([CH3:4])([CH3:3])[CH3:2].[CH3:16][O:17][C:18]1[N:23]=[CH:22][C:21]([CH2:24][CH2:25][NH2:26])=[CH:20][CH:19]=1, predict the reaction product. The product is: [C:1]([C:5]1[N:6]=[C:7]([NH:26][CH2:25][CH2:24][C:21]2[CH:22]=[N:23][C:18]([O:17][CH3:16])=[CH:19][CH:20]=2)[C:8]2[N:9]([C:11](=[O:14])[NH:12][N:13]=2)[CH:10]=1)([CH3:4])([CH3:3])[CH3:2]. (4) Given the reactants [CH3:1][S:2]([C:5]1[CH:17]=[CH:16][C:8]([O:9][CH2:10][CH2:11][NH:12][CH2:13][CH2:14][NH2:15])=[CH:7][CH:6]=1)(=[O:4])=[O:3].[CH3:18][C:19]1([CH3:26])[C@@H:24]([OH:25])[C:22](=[O:23])[O:21][CH2:20]1, predict the reaction product. The product is: [OH:25][C@H:24]([C:19]([CH3:26])([CH3:18])[CH2:20][OH:21])[C:22]([NH:15][CH2:14][CH2:13][NH:12][CH2:11][CH2:10][O:9][C:8]1[CH:16]=[CH:17][C:5]([S:2]([CH3:1])(=[O:3])=[O:4])=[CH:6][CH:7]=1)=[O:23].